Task: Predict the product of the given reaction.. Dataset: Forward reaction prediction with 1.9M reactions from USPTO patents (1976-2016) Given the reactants C1([C:6]([OH:8])=O)CC=CC1.C1C=CC(P([N:23]=[N+]=[N-])(C2C=CC=CC=2)=O)=CC=1.[C:26]1([CH2:32][OH:33])[CH:31]=[CH:30][CH:29]=[CH:28][CH:27]=1.[C:34]1([CH3:40])[CH:39]=[CH:38][CH:37]=CC=1, predict the reaction product. The product is: [CH:34]1([NH:23][C:6](=[O:8])[O:33][CH2:32][C:26]2[CH:31]=[CH:30][CH:29]=[CH:28][CH:27]=2)[CH2:39][CH:38]=[CH:37][CH2:40]1.